Dataset: Catalyst prediction with 721,799 reactions and 888 catalyst types from USPTO. Task: Predict which catalyst facilitates the given reaction. The catalyst class is: 1. Reactant: [CH:1]([C:3]1[CH:4]=[N:5][CH:6]=[CH:7][C:8]=1[C:9]1[CH:10]=[C:11]([CH:14]=[CH:15][CH:16]=1)[C:12]#[N:13])=[O:2].[CH3:17][O:18][C:19]1[CH:24]=[CH:23][C:22]([Mg]Br)=[CH:21][CH:20]=1. Product: [OH:2][CH:1]([C:22]1[CH:23]=[CH:24][C:19]([O:18][CH3:17])=[CH:20][CH:21]=1)[C:3]1[CH:4]=[N:5][CH:6]=[CH:7][C:8]=1[C:9]1[CH:10]=[C:11]([CH:14]=[CH:15][CH:16]=1)[C:12]#[N:13].